Dataset: Peptide-MHC class I binding affinity with 185,985 pairs from IEDB/IMGT. Task: Regression. Given a peptide amino acid sequence and an MHC pseudo amino acid sequence, predict their binding affinity value. This is MHC class I binding data. (1) The peptide sequence is YLAKLFLDH. The MHC is HLA-B46:01 with pseudo-sequence HLA-B46:01. The binding affinity (normalized) is 0.0847. (2) The peptide sequence is VSSHKGWAK. The MHC is HLA-A69:01 with pseudo-sequence HLA-A69:01. The binding affinity (normalized) is 0.0847. (3) The MHC is HLA-A03:01 with pseudo-sequence HLA-A03:01. The peptide sequence is EHNGGDDPL. The binding affinity (normalized) is 0.213. (4) The peptide sequence is SSLLWGFYL. The MHC is HLA-B15:01 with pseudo-sequence HLA-B15:01. The binding affinity (normalized) is 0.0847. (5) The peptide sequence is FQPQNTQFI. The MHC is H-2-Kb with pseudo-sequence H-2-Kb. The binding affinity (normalized) is 0.0258. (6) The peptide sequence is SQFNHWFGE. The MHC is HLA-B15:17 with pseudo-sequence HLA-B15:17. The binding affinity (normalized) is 0.0847.